Dataset: CYP3A4 inhibition data for predicting drug metabolism from PubChem BioAssay. Task: Regression/Classification. Given a drug SMILES string, predict its absorption, distribution, metabolism, or excretion properties. Task type varies by dataset: regression for continuous measurements (e.g., permeability, clearance, half-life) or binary classification for categorical outcomes (e.g., BBB penetration, CYP inhibition). Dataset: cyp3a4_veith. (1) The compound is COc1cccc(-c2nccc(NC3CCNCC3)n2)c1. The result is 0 (non-inhibitor). (2) The compound is Cl.N=C(N)n1cc(/C=N\N=C(N)N)cn1. The result is 0 (non-inhibitor). (3) The molecule is Cc1cc(O)c(/C=N/Nc2cccc(Cl)c2)c(=O)o1. The result is 1 (inhibitor). (4) The compound is O=C(c1csnn1)N1CCC2(CCN(Cc3nccs3)CC2)CC1. The result is 0 (non-inhibitor). (5) The result is 0 (non-inhibitor). The molecule is CCN(CC)C(=O)c1ccc(O)c(OC)c1.